Dataset: Forward reaction prediction with 1.9M reactions from USPTO patents (1976-2016). Task: Predict the product of the given reaction. (1) Given the reactants C(OC([N:8]1[CH2:14][CH2:13][C:12]2[CH:15]=[C:16]([NH:21][S:22]([C:25]3[CH:30]=[CH:29][C:28]([C:31]4[S:32][C:33]([Cl:36])=[CH:34][CH:35]=4)=[CH:27][C:26]=3[F:37])(=[O:24])=[O:23])[C:17]([O:19][CH3:20])=[CH:18][C:11]=2[CH2:10][CH2:9]1)=O)(C)(C)C.Cl, predict the reaction product. The product is: [ClH:36].[F:37][C:26]1[CH:27]=[C:28]([C:31]2[S:32][C:33]([Cl:36])=[CH:34][CH:35]=2)[CH:29]=[CH:30][C:25]=1[S:22]([NH:21][C:16]1[C:17]([O:19][CH3:20])=[CH:18][C:11]2[CH2:10][CH2:9][NH:8][CH2:14][CH2:13][C:12]=2[CH:15]=1)(=[O:24])=[O:23]. (2) Given the reactants [Br:1][C:2]1[CH:7]=[CH:6][C:5]([CH2:8][OH:9])=[C:4]([N+:10]([O-:12])=[O:11])[CH:3]=1, predict the reaction product. The product is: [Br:1][C:2]1[CH:7]=[CH:6][C:5]([CH:8]=[O:9])=[C:4]([N+:10]([O-:12])=[O:11])[CH:3]=1.